This data is from TCR-epitope binding with 47,182 pairs between 192 epitopes and 23,139 TCRs. The task is: Binary Classification. Given a T-cell receptor sequence (or CDR3 region) and an epitope sequence, predict whether binding occurs between them. (1) The epitope is ALSKGVHFV. The TCR CDR3 sequence is CASSFTTMGNQPQHF. Result: 0 (the TCR does not bind to the epitope). (2) The epitope is LLQTGIHVRVSQPSL. The TCR CDR3 sequence is CASSSYLRLSADTQYF. Result: 1 (the TCR binds to the epitope). (3) The epitope is IPRRNVATL. The TCR CDR3 sequence is CASSLREIGTEAFF. Result: 0 (the TCR does not bind to the epitope). (4) The epitope is LLFGYPVYV. The TCR CDR3 sequence is CRLRDRGTDTQYF. Result: 0 (the TCR does not bind to the epitope).